Dataset: NCI-60 drug combinations with 297,098 pairs across 59 cell lines. Task: Regression. Given two drug SMILES strings and cell line genomic features, predict the synergy score measuring deviation from expected non-interaction effect. (1) Drug 1: C1=CC(=CC=C1C#N)C(C2=CC=C(C=C2)C#N)N3C=NC=N3. Drug 2: C1CN1P(=S)(N2CC2)N3CC3. Cell line: OVCAR3. Synergy scores: CSS=9.48, Synergy_ZIP=-10.7, Synergy_Bliss=-17.8, Synergy_Loewe=-11.1, Synergy_HSA=-10.8. (2) Drug 1: C1=CC(=CC=C1CC(C(=O)O)N)N(CCCl)CCCl.Cl. Drug 2: CN(CCCl)CCCl.Cl. Cell line: SK-MEL-5. Synergy scores: CSS=15.5, Synergy_ZIP=-2.42, Synergy_Bliss=7.67, Synergy_Loewe=-0.771, Synergy_HSA=2.32. (3) Drug 1: CS(=O)(=O)C1=CC(=C(C=C1)C(=O)NC2=CC(=C(C=C2)Cl)C3=CC=CC=N3)Cl. Drug 2: CN(CCCl)CCCl.Cl. Cell line: UACC-257. Synergy scores: CSS=-2.84, Synergy_ZIP=2.28, Synergy_Bliss=2.91, Synergy_Loewe=-1.54, Synergy_HSA=-1.25. (4) Drug 1: C1CC(CCC1OC2=C(C(=CC=C2)Cl)F)(CC3=NC(=CC=C3)NC4=NC=CS4)C(=O)O. Drug 2: CC1CCC2CC(C(=CC=CC=CC(CC(C(=O)C(C(C(=CC(C(=O)CC(OC(=O)C3CCCCN3C(=O)C(=O)C1(O2)O)C(C)CC4CCC(C(C4)OC)OP(=O)(C)C)C)C)O)OC)C)C)C)OC. Cell line: HT29. Synergy scores: CSS=24.7, Synergy_ZIP=0.140, Synergy_Bliss=3.31, Synergy_Loewe=3.86, Synergy_HSA=6.44. (5) Drug 1: CS(=O)(=O)CCNCC1=CC=C(O1)C2=CC3=C(C=C2)N=CN=C3NC4=CC(=C(C=C4)OCC5=CC(=CC=C5)F)Cl. Drug 2: CN1C=C(C=N1)C2=C3N=C(C(=C(N3N=C2)N)Br)C4CCCNC4. Cell line: SW-620. Synergy scores: CSS=-2.97, Synergy_ZIP=1.11, Synergy_Bliss=0.203, Synergy_Loewe=-2.04, Synergy_HSA=-2.31.